Dataset: Catalyst prediction with 721,799 reactions and 888 catalyst types from USPTO. Task: Predict which catalyst facilitates the given reaction. (1) Reactant: C(OC([N:8]1[CH2:12][CH2:11][CH2:10][CH:9]1[C:13]1[CH:18]=[CH:17][C:16]([C:19]2[CH:24]=[CH:23][C:22]([C@H:25]3[O:29]C(C)(C)[N:27]([C:32](=[O:36])[CH:33]([F:35])[F:34])[C@@H:26]3[CH2:37][F:38])=[CH:21][CH:20]=2)=[CH:15][N:14]=1)=O)(C)(C)C.C(Cl)Cl.FC(F)(F)C(O)=O.O. Product: [F:35][CH:33]([F:34])[C:32]([NH:27][C@H:26]([CH2:37][F:38])[C@H:25]([OH:29])[C:22]1[CH:21]=[CH:20][C:19]([C:16]2[CH:15]=[N:14][C:13]([CH:9]3[CH2:10][CH2:11][CH2:12][NH:8]3)=[CH:18][CH:17]=2)=[CH:24][CH:23]=1)=[O:36]. The catalyst class is: 11. (2) Reactant: [CH3:1][C:2]1([CH3:11])[O:6][C@:5]([CH3:10])([CH:7]=[N:8][OH:9])[CH2:4][O:3]1.[Cl:12]N1C(=O)CCC1=O. Product: [OH:9][N:8]=[C:7]([Cl:12])[C@:5]1([CH3:10])[CH2:4][O:3][C:2]([CH3:11])([CH3:1])[O:6]1. The catalyst class is: 18.